Dataset: Forward reaction prediction with 1.9M reactions from USPTO patents (1976-2016). Task: Predict the product of the given reaction. Given the reactants [CH3:1][C:2]1[C:7]([S:8][CH3:9])=[N:6][N:5]2[C:10]([C:31]3[CH:36]=[CH:35][CH:34]=[CH:33][CH:32]=3)=[C:11]([C:13]3[CH:18]=[CH:17][C:16]([C:19]4([NH:23]C(=O)OC(C)(C)C)[CH2:22][CH2:21][CH2:20]4)=[CH:15][CH:14]=3)[N:12]=[C:4]2[C:3]=1[CH3:37].CO.Cl.O1CCOCC1, predict the reaction product. The product is: [CH3:1][C:2]1[C:7]([S:8][CH3:9])=[N:6][N:5]2[C:10]([C:31]3[CH:32]=[CH:33][CH:34]=[CH:35][CH:36]=3)=[C:11]([C:13]3[CH:14]=[CH:15][C:16]([C:19]4([NH2:23])[CH2:22][CH2:21][CH2:20]4)=[CH:17][CH:18]=3)[N:12]=[C:4]2[C:3]=1[CH3:37].